This data is from Full USPTO retrosynthesis dataset with 1.9M reactions from patents (1976-2016). The task is: Predict the reactants needed to synthesize the given product. (1) Given the product [CH2:36]=[C:37]1[CH2:38][O:39][C:32]2([CH2:31][CH2:30][CH:29]([N:3]3[C:2](=[O:1])[C:7]([CH2:8][C:9]4[CH:10]=[CH:11][C:12]([C:15]5[C:16]([C:21]#[N:22])=[CH:17][CH:18]=[CH:19][CH:20]=5)=[CH:13][CH:14]=4)=[C:6]([CH2:23][CH2:24][CH3:25])[N:5]4[N:26]=[CH:27][N:28]=[C:4]34)[CH2:34][CH2:33]2)[O:35][CH2:40]1, predict the reactants needed to synthesize it. The reactants are: [O:1]=[C:2]1[C:7]([CH2:8][C:9]2[CH:14]=[CH:13][C:12]([C:15]3[C:16]([C:21]#[N:22])=[CH:17][CH:18]=[CH:19][CH:20]=3)=[CH:11][CH:10]=2)=[C:6]([CH2:23][CH2:24][CH3:25])[N:5]2[N:26]=[CH:27][N:28]=[C:4]2[N:3]1[CH:29]1[CH2:34][CH2:33][C:32](=[O:35])[CH2:31][CH2:30]1.[CH2:36]=[C:37]([CH2:40]O)[CH2:38][OH:39].CC1C=CC(S(O)(=O)=O)=CC=1. (2) The reactants are: [CH:1]1([C:4]2[N:8]=[C:7]([C:9]3[C:17]4[CH2:16][CH2:15][S:14](=[O:19])(=[O:18])[CH2:13][C:12]=4[S:11][C:10]=3[NH2:20])[O:6][N:5]=2)[CH2:3][CH2:2]1.[C:21]12[C:29](=[O:30])[O:28][C:26](=[O:27])[C:22]=1[CH2:23][CH2:24][CH2:25]2. Given the product [CH:1]1([C:4]2[N:8]=[C:7]([C:9]3[C:17]4[CH2:16][CH2:15][S:14](=[O:19])(=[O:18])[CH2:13][C:12]=4[S:11][C:10]=3[NH:20][C:29]([C:21]3[CH2:25][CH2:24][CH2:23][C:22]=3[C:26]([OH:28])=[O:27])=[O:30])[O:6][N:5]=2)[CH2:3][CH2:2]1, predict the reactants needed to synthesize it.